Dataset: Forward reaction prediction with 1.9M reactions from USPTO patents (1976-2016). Task: Predict the product of the given reaction. (1) Given the reactants [C:1]([O:5][C:6]([N:8]1[CH2:13][CH2:12][C:11](=O)[CH2:10][CH2:9]1)=[O:7])([CH3:4])([CH3:3])[CH3:2].[CH2:15]([NH2:19])[CH2:16][CH2:17][CH3:18].C(N(CC)CC)C.[Na], predict the reaction product. The product is: [C:1]([O:5][C:6]([N:8]1[CH2:13][CH2:12][CH:11]([NH:19][CH2:15][CH2:16][CH2:17][CH3:18])[CH2:10][CH2:9]1)=[O:7])([CH3:4])([CH3:3])[CH3:2]. (2) Given the reactants Br[C:2]1[CH:8]=[CH:7][C:5]([NH2:6])=[C:4]([N+:9]([O-:11])=[O:10])[CH:3]=1.[Cl:12][C:13]1[CH:18]=[CH:17][C:16](B(O)O)=[CH:15][CH:14]=1.C([O-])(O)=O.[Na+], predict the reaction product. The product is: [Cl:12][C:13]1[CH:18]=[CH:17][C:16]([C:2]2[CH:8]=[CH:7][C:5]([NH2:6])=[C:4]([N+:9]([O-:11])=[O:10])[CH:3]=2)=[CH:15][CH:14]=1. (3) The product is: [F:3][C:4]1[CH:5]=[CH:6][C:7](=[N:10][S:11]([C:14]2[CH:19]=[CH:18][C:17]([CH3:20])=[CH:16][CH:15]=2)(=[O:13])=[O:12])[N:8]([CH2:22][C:23]([NH2:25])=[O:24])[CH:9]=1. Given the reactants [H-].[Na+].[F:3][C:4]1[CH:5]=[CH:6][C:7]([NH:10][S:11]([C:14]2[CH:19]=[CH:18][C:17]([CH3:20])=[CH:16][CH:15]=2)(=[O:13])=[O:12])=[N:8][CH:9]=1.I[CH2:22][C:23]([NH2:25])=[O:24], predict the reaction product. (4) Given the reactants [C:12]([O:11][C:9](O[C:9]([O:11][C:12]([CH3:15])([CH3:14])[CH3:13])=[O:10])=[O:10])([CH3:15])([CH3:14])[CH3:13].[NH:16]1[CH2:21][CH2:20][CH2:19][CH:18]([C:22]([O:24][CH2:25][CH3:26])=[O:23])[CH2:17]1, predict the reaction product. The product is: [N:16]1([C:9]([O:11][C:12]([CH3:13])([CH3:14])[CH3:15])=[O:10])[CH2:21][CH2:20][CH2:19][CH:18]([C:22]([O:24][CH2:25][CH3:26])=[O:23])[CH2:17]1. (5) Given the reactants Cl.Cl.[NH2:3][C:4]1[CH:36]=[CH:35][C:7]([O:8][C:9]2[CH:10]=[CH:11][C:12]3[N:16]=[C:15]([CH2:17][O:18][C:19]4[CH:32]=[CH:31][C:22]([CH2:23][CH:24]5[S:28][C:27](=[O:29])[NH:26][C:25]5=[O:30])=[CH:21][CH:20]=4)[N:14]([CH3:33])[C:13]=3[CH:34]=2)=[CH:6][CH:5]=1.[C:37]1([N:43]=[C:44]=[S:45])[CH:42]=[CH:41][CH:40]=[CH:39][CH:38]=1.C(N(CC)CC)C, predict the reaction product. The product is: [O:29]=[C:27]1[NH:26][C:25](=[O:30])[CH:24]([CH2:23][C:22]2[CH:31]=[CH:32][C:19]([O:18][CH2:17][C:15]3[N:14]([CH3:33])[C:13]4[CH:34]=[C:9]([O:8][C:7]5[CH:35]=[CH:36][C:4]([NH:3][C:44]([NH:43][C:37]6[CH:42]=[CH:41][CH:40]=[CH:39][CH:38]=6)=[S:45])=[CH:5][CH:6]=5)[CH:10]=[CH:11][C:12]=4[N:16]=3)=[CH:20][CH:21]=2)[S:28]1. (6) Given the reactants [C:1]([O:5][C:6](=[O:33])[N:7]([C@@H:21]([C:23]1[C:32]2[C:27](=[CH:28][CH:29]=[CH:30][CH:31]=2)[CH:26]=[CH:25][CH:24]=1)[CH3:22])[CH2:8][CH:9]1[CH2:14][CH2:13][NH:12][CH2:11][CH:10]1[C:15]1[CH:20]=[CH:19][CH:18]=[CH:17][CH:16]=1)([CH3:4])([CH3:3])[CH3:2].[CH3:34][O:35][C:36]([C:38]1[CH:46]=[CH:45][C:41]([C:42](O)=[O:43])=[CH:40][CH:39]=1)=[O:37].C1C=CC2N(O)N=NC=2C=1.N=C=N.C(=O)([O-])[O-].[N-]=C=O, predict the reaction product. The product is: [C:1]([O:5][C:6]([N:7]([CH2:8][CH:9]1[CH2:14][CH2:13][N:12]([C:42]([C:41]2[CH:45]=[CH:46][C:38]([C:36]([O:35][CH3:34])=[O:37])=[CH:39][CH:40]=2)=[O:43])[CH2:11][CH:10]1[C:15]1[CH:16]=[CH:17][CH:18]=[CH:19][CH:20]=1)[C@@H:21]([C:23]1[C:32]2[C:27](=[CH:28][CH:29]=[CH:30][CH:31]=2)[CH:26]=[CH:25][CH:24]=1)[CH3:22])=[O:33])([CH3:2])([CH3:3])[CH3:4]. (7) Given the reactants [CH3:1][O:2][CH2:3][O:4][C:5]1[CH:6]=[CH:7][C:8]([CH2:12][C:13]([CH3:16])([CH3:15])[CH3:14])=[N+:9]([O-])[CH:10]=1.C(Cl)(=O)C1C=CC=CC=1.C[Si]([C:30]#[N:31])(C)C, predict the reaction product. The product is: [CH3:1][O:2][CH2:3][O:4][C:5]1[C:10]([C:30]#[N:31])=[N:9][C:8]([CH2:12][C:13]([CH3:16])([CH3:15])[CH3:14])=[CH:7][CH:6]=1. (8) Given the reactants [S:1]([Cl:5])(=O)(=[O:3])[OH:2].[OH:6][C:7]1[CH:16]=[CH:15][CH:14]=[CH:13][C:8]=1[C:9]([O:11][CH3:12])=[O:10], predict the reaction product. The product is: [Cl:5][S:1]([C:14]1[CH:15]=[CH:16][C:7]([OH:6])=[C:8]([CH:13]=1)[C:9]([O:11][CH3:12])=[O:10])(=[O:3])=[O:2]. (9) The product is: [C:12]([O:11][C:9]([N:28]1[CH2:29][CH2:30][N:25]([C:24]2[C:20]3[CH:19]=[CH:18][C:17]([F:16])=[CH:31][C:21]=3[S:22][CH:23]=2)[CH2:26][CH2:27]1)=[O:10])([CH3:13])([CH3:14])[CH3:15]. Given the reactants [C:9](O[C:9]([O:11][C:12]([CH3:15])([CH3:14])[CH3:13])=[O:10])([O:11][C:12]([CH3:15])([CH3:14])[CH3:13])=[O:10].[F:16][C:17]1[CH:18]=[CH:19][C:20]2[C:24]([N:25]3[CH2:30][CH2:29][NH:28][CH2:27][CH2:26]3)=[CH:23][S:22][C:21]=2[CH:31]=1.C(N(C(C)C)CC)(C)C.[OH-].[Na+].CCOC(C)=O, predict the reaction product. (10) Given the reactants [C:1]([O:5][C:6]([C:8]1[CH:13]=[CH:12][C:11]([C:14]2[C:15]([CH3:51])([CH3:50])[C@H:16]3[C@:29]([CH3:32])([CH2:30][CH:31]=2)[C@@H:28]2[C@:19]([CH3:49])([C@@:20]4([CH3:48])[C@H:25]([CH2:26][CH2:27]2)[C@H:24]2[C@H:33]([C:36]([CH2:38][NH:39][CH2:40][CH2:41][N:42]([CH3:44])[CH3:43])=[CH2:37])[CH2:34][CH2:35][C@:23]2([C:45]([OH:47])=[O:46])[CH2:22][CH2:21]4)[CH2:18][CH2:17]3)=[CH:10][CH:9]=1)=[O:7])([CH3:4])([CH3:3])[CH3:2].[OH-].[Na+].[CH3:54][C:55]([O:58][C:59](O[C:59]([O:58][C:55]([CH3:57])([CH3:56])[CH3:54])=[O:60])=[O:60])([CH3:57])[CH3:56], predict the reaction product. The product is: [C:55]([O:58][C:59]([N:39]([CH2:40][CH2:41][N:42]([CH3:44])[CH3:43])[CH2:38][C:36]([C@H:33]1[C@@H:24]2[C@@H:25]3[C@@:20]([CH3:48])([CH2:21][CH2:22][C@@:23]2([C:45]([OH:47])=[O:46])[CH2:35][CH2:34]1)[C@@:19]1([CH3:49])[C@@H:28]([C@:29]2([CH3:32])[C@@H:16]([CH2:17][CH2:18]1)[C:15]([CH3:51])([CH3:50])[C:14]([C:11]1[CH:10]=[CH:9][C:8]([C:6]([O:5][C:1]([CH3:4])([CH3:2])[CH3:3])=[O:7])=[CH:13][CH:12]=1)=[CH:31][CH2:30]2)[CH2:27][CH2:26]3)=[CH2:37])=[O:60])([CH3:57])([CH3:56])[CH3:54].